This data is from Catalyst prediction with 721,799 reactions and 888 catalyst types from USPTO. The task is: Predict which catalyst facilitates the given reaction. (1) Reactant: [O:1]1[C:5]2[CH:6]=[CH:7][CH:8]=[CH:9][C:4]=2[C:3]([C:10]2[CH:17]=[CH:16][CH:15]=[CH:14][C:11]=2[CH:12]=O)=[N:2]1.S([O-])([O-])(=O)=O.[Mg+2].[C:24]1([CH:30]([C:32]2[CH:37]=[CH:36][CH:35]=[CH:34][CH:33]=2)[NH2:31])[CH:29]=[CH:28][CH:27]=[CH:26][CH:25]=1. Product: [O:1]1[C:5]2[CH:6]=[CH:7][CH:8]=[CH:9][C:4]=2[C:3]([C:10]2[CH:17]=[CH:16][CH:15]=[CH:14][C:11]=2[CH:12]=[N:31][CH:30]([C:24]2[CH:29]=[CH:28][CH:27]=[CH:26][CH:25]=2)[C:32]2[CH:37]=[CH:36][CH:35]=[CH:34][CH:33]=2)=[N:2]1. The catalyst class is: 2. (2) Reactant: Br[C:2]1[CH:3]=[CH:4][C:5]2[C:6]3[CH:14]=[N:13][NH:12][C:7]=3[N:8]=[CH:9][C:10]=2[CH:11]=1.C([O-])(=O)C.[K+].[CH3:20][C:21]1([CH3:37])[C:25]([CH3:27])([CH3:26])[O:24][B:23]([B:23]2[O:24][C:25]([CH3:27])([CH3:26])[C:21]([CH3:37])([CH3:20])[O:22]2)[O:22]1. Product: [CH3:20][C:21]1([CH3:37])[C:25]([CH3:27])([CH3:26])[O:24][B:23]([C:2]2[CH:3]=[CH:4][C:5]3[C:6]4[CH:14]=[N:13][NH:12][C:7]=4[N:8]=[CH:9][C:10]=3[CH:11]=2)[O:22]1. The catalyst class is: 75.